From a dataset of NCI-60 drug combinations with 297,098 pairs across 59 cell lines. Regression. Given two drug SMILES strings and cell line genomic features, predict the synergy score measuring deviation from expected non-interaction effect. (1) Cell line: HT29. Synergy scores: CSS=16.1, Synergy_ZIP=3.47, Synergy_Bliss=4.15, Synergy_Loewe=-9.64, Synergy_HSA=3.42. Drug 2: COC1=CC(=CC(=C1O)OC)C2C3C(COC3=O)C(C4=CC5=C(C=C24)OCO5)OC6C(C(C7C(O6)COC(O7)C8=CC=CS8)O)O. Drug 1: CNC(=O)C1=CC=CC=C1SC2=CC3=C(C=C2)C(=NN3)C=CC4=CC=CC=N4. (2) Drug 1: C1CN1P(=S)(N2CC2)N3CC3. Drug 2: B(C(CC(C)C)NC(=O)C(CC1=CC=CC=C1)NC(=O)C2=NC=CN=C2)(O)O. Cell line: SK-OV-3. Synergy scores: CSS=20.2, Synergy_ZIP=-3.72, Synergy_Bliss=-4.11, Synergy_Loewe=-5.86, Synergy_HSA=-2.96. (3) Drug 1: C1=CN(C=N1)CC(O)(P(=O)(O)O)P(=O)(O)O. Drug 2: C(CCl)NC(=O)N(CCCl)N=O. Cell line: HS 578T. Synergy scores: CSS=16.7, Synergy_ZIP=-8.56, Synergy_Bliss=-5.55, Synergy_Loewe=-2.04, Synergy_HSA=-1.57.